Dataset: Forward reaction prediction with 1.9M reactions from USPTO patents (1976-2016). Task: Predict the product of the given reaction. (1) Given the reactants [CH2:1]([OH:19])[CH2:2][CH2:3][CH2:4][CH2:5][CH2:6][CH2:7][CH2:8]/[CH:9]=[CH:10]\[CH2:11][CH2:12]CCCCCC, predict the reaction product. The product is: [CH2:1]([OH:19])[CH2:2][CH2:3][CH2:4][CH2:5][CH2:6][CH2:7][CH2:8]/[CH:9]=[CH:10]\[CH2:11][CH3:12]. (2) Given the reactants [CH2:1]([O:8][C:9]1[CH:14]=[CH:13][C:12]([N:15]2[CH2:19][CH:18]([CH2:20]O)[CH2:17][C:16]2=[O:22])=[CH:11][CH:10]=1)[C:2]1[CH:7]=[CH:6][CH:5]=[CH:4][CH:3]=1.S(Cl)([Cl:25])=O, predict the reaction product. The product is: [CH2:1]([O:8][C:9]1[CH:14]=[CH:13][C:12]([N:15]2[CH2:19][CH:18]([CH2:20][Cl:25])[CH2:17][C:16]2=[O:22])=[CH:11][CH:10]=1)[C:2]1[CH:7]=[CH:6][CH:5]=[CH:4][CH:3]=1.